Dataset: Reaction yield outcomes from USPTO patents with 853,638 reactions. Task: Predict the reaction yield, written as a fraction of the theoretical maximum amount of product (1.0 means a 100% yield; for example, 0.34 means a 34% yield). The reactants are [CH2:1]([O:8][C:9]1[CH:14]=[CH:13][C:12]([CH2:15][CH2:16][N+:17]([O-:19])=O)=[CH:11][CH:10]=1)[C:2]1[CH:7]=[CH:6][CH:5]=[CH:4][CH:3]=1.O1CCCC1.[Cl:25]CCl.C([Li])CCC. The catalyst is [Ti](Cl)(Cl)(Cl)Cl.C(OCC)(=O)C.O. The product is [CH2:1]([O:8][C:9]1[CH:14]=[CH:13][C:12]([CH2:15][C:16]([Cl:25])=[N:17][OH:19])=[CH:11][CH:10]=1)[C:2]1[CH:7]=[CH:6][CH:5]=[CH:4][CH:3]=1. The yield is 0.780.